From a dataset of Reaction yield outcomes from USPTO patents with 853,638 reactions. Predict the reaction yield, written as a fraction of the theoretical maximum amount of product (1.0 means a 100% yield; for example, 0.34 means a 34% yield). (1) The reactants are Cl.[CH3:2][N:3]1[CH2:8][CH2:7][CH2:6][CH:5]([CH2:9][O:10][C:11]2[CH:16]=[CH:15][C:14]([NH2:17])=[CH:13][CH:12]=2)[CH2:4]1.[F:18][C:19]1[CH:20]=[C:21]2[C:25](=[CH:26][CH:27]=1)[NH:24][C:23](=[O:28])[C:22]2=[CH:29]O.CCN(CC)CC. No catalyst specified. The product is [F:18][C:19]1[CH:20]=[C:21]2[C:25](=[CH:26][CH:27]=1)[NH:24][C:23](=[O:28])[C:22]2=[CH:29][NH:17][C:14]1[CH:13]=[CH:12][C:11]([O:10][CH2:9][CH:5]2[CH2:6][CH2:7][CH2:8][N:3]([CH3:2])[CH2:4]2)=[CH:16][CH:15]=1. The yield is 0.770. (2) The reactants are F[C:2]1[C:3]([CH3:22])=[N:4][C:5]2[C:10]([N:11]=1)=[C:9]([C:12]1[NH:20][C:19]3[CH2:18][CH2:17][NH:16][C:15](=[O:21])[C:14]=3[CH:13]=1)[CH:8]=[CH:7][CH:6]=2.[NH4+:23].[OH-]. The catalyst is CC(O)C. The product is [NH2:23][C:2]1[C:3]([CH3:22])=[N:4][C:5]2[C:10]([N:11]=1)=[C:9]([C:12]1[NH:20][C:19]3[CH2:18][CH2:17][NH:16][C:15](=[O:21])[C:14]=3[CH:13]=1)[CH:8]=[CH:7][CH:6]=2. The yield is 0.610.